This data is from Retrosynthesis with 50K atom-mapped reactions and 10 reaction types from USPTO. The task is: Predict the reactants needed to synthesize the given product. (1) Given the product CCc1ccc(-c2nc3ccccc3[nH]2)nc1, predict the reactants needed to synthesize it. The reactants are: CCc1ccc(C(=O)O)nc1.Nc1ccccc1N. (2) Given the product CC(=O)Nc1ccc(C2(Cc3ccccc3)CCN(Cc3ccccc3)C2)cc1, predict the reactants needed to synthesize it. The reactants are: CC(=O)OC(C)=O.Nc1ccc(C2(Cc3ccccc3)CCN(Cc3ccccc3)C2)cc1. (3) Given the product CN(C)CCCN(C)c1ccc(C(F)(F)C(F)(F)F)cc1[N+](=O)[O-], predict the reactants needed to synthesize it. The reactants are: CN(C)CCCN(C)c1ccc(Br)cc1[N+](=O)[O-].FC(F)(F)C(F)(F)I.